From a dataset of CYP3A4 inhibition data for predicting drug metabolism from PubChem BioAssay. Regression/Classification. Given a drug SMILES string, predict its absorption, distribution, metabolism, or excretion properties. Task type varies by dataset: regression for continuous measurements (e.g., permeability, clearance, half-life) or binary classification for categorical outcomes (e.g., BBB penetration, CYP inhibition). Dataset: cyp3a4_veith. (1) The drug is COc1ccc(C(=O)N2CCC3(CCN(C)CC3)CC2)cc1. The result is 0 (non-inhibitor). (2) The compound is CC(=O)NBr. The result is 0 (non-inhibitor). (3) The drug is Cc1cc(Cl)ccc1OC(C)C(=O)Nc1ccc(S(=O)(=O)Nc2cnc3ccccc3n2)cc1. The result is 0 (non-inhibitor). (4) The compound is CCCc1nc2ccccc2c(=O)n1-c1ccc(OC)cc1. The result is 1 (inhibitor). (5) The compound is COc1ccc(C=C(C#N)C#N)cc1. The result is 1 (inhibitor).